Dataset: Full USPTO retrosynthesis dataset with 1.9M reactions from patents (1976-2016). Task: Predict the reactants needed to synthesize the given product. The reactants are: [CH3:1][C:2]1([CH3:12])[O:6][C@@H:5]2[CH2:7][CH2:8][CH2:9][C@@H:10]([NH2:11])[C@@H:4]2[O:3]1.[CH3:13][C:14]1([CH3:38])[CH2:23][CH2:22][C:21]([CH3:25])([CH3:24])[C:20]2[CH:19]=[C:18]([C:26]3[N:27]=[C:28]([N:31]4[CH2:36][CH2:35][C:34](=O)[CH2:33][CH2:32]4)[S:29][CH:30]=3)[CH:17]=[CH:16][C:15]1=2. Given the product [CH3:1][C:2]1([CH3:12])[O:6][C@@H:5]2[CH2:7][CH2:8][CH2:9][C@@H:10]([NH:11][CH:34]3[CH2:35][CH2:36][N:31]([C:28]4[S:29][CH:30]=[C:26]([C:18]5[CH:17]=[CH:16][C:15]6[C:14]([CH3:38])([CH3:13])[CH2:23][CH2:22][C:21]([CH3:25])([CH3:24])[C:20]=6[CH:19]=5)[N:27]=4)[CH2:32][CH2:33]3)[C@@H:4]2[O:3]1, predict the reactants needed to synthesize it.